Dataset: Full USPTO retrosynthesis dataset with 1.9M reactions from patents (1976-2016). Task: Predict the reactants needed to synthesize the given product. Given the product [Ni+2:1].[C:9]1([O-:16])[C:8]([O-:17])=[CH:7][CH:6]=[C:15]2[C:10]=1[CH:11]=[CH:12][CH:13]=[CH:14]2, predict the reactants needed to synthesize it. The reactants are: [Ni+2:1].C([C:6]1[CH:7]=[C:8]([O-:17])[C:9]([O-:16])=[C:10]2[C:15]=1[CH:14]=[CH:13][CH:12]=[CH:11]2)CCC.[Ni].